Dataset: Forward reaction prediction with 1.9M reactions from USPTO patents (1976-2016). Task: Predict the product of the given reaction. (1) Given the reactants ClC1N=C(NC2C=CC3OCCOC=3C=2)C(F)=CN=1.[Cl:20][C:21]1[N:26]=[C:25](Cl)[C:24]([F:28])=[CH:23][N:22]=1.[NH2:29][CH2:30][CH:31]([C:33]1[CH:38]=[CH:37][CH:36]=[CH:35][CH:34]=1)[OH:32], predict the reaction product. The product is: [Cl:20][C:21]1[N:26]=[C:25]([NH:29][CH2:30][CH:31]([OH:32])[C:33]2[CH:38]=[CH:37][CH:36]=[CH:35][CH:34]=2)[C:24]([F:28])=[CH:23][N:22]=1. (2) Given the reactants [Br:1][C:2]1[CH:3]=[C:4]([C:9]2[NH:10][C:11]3[C:16]([CH:17]=2)=[C:15]([F:18])[CH:14]=[CH:13][CH:12]=3)[C:5]([NH2:8])=[N:6][CH:7]=1.[CH:19](OCC)(OCC)OCC.Cl, predict the reaction product. The product is: [Br:1][C:2]1[CH:7]=[N:6][C:5]2[N:8]=[CH:19][N:10]3[C:11]4[CH:12]=[CH:13][CH:14]=[C:15]([F:18])[C:16]=4[CH:17]=[C:9]3[C:4]=2[CH:3]=1. (3) Given the reactants [F:1][C:2]([F:22])([F:21])[C:3]1[CH:8]=[CH:7][N:6]=[C:5]([C:9]2([CH2:12][NH:13]C(=O)OC(C)(C)C)[CH2:11][CH2:10]2)[N:4]=1.[ClH:23], predict the reaction product. The product is: [ClH:23].[F:22][C:2]([F:1])([F:21])[C:3]1[CH:8]=[CH:7][N:6]=[C:5]([C:9]2([CH2:12][NH2:13])[CH2:11][CH2:10]2)[N:4]=1. (4) Given the reactants [CH:1]1[C:13]2[CH:12]([CH2:14][O:15][C:16]([N:18]3[CH2:23][C@@H:22]([C:24](=[O:47])[NH:25][CH2:26][C:27]4([CH2:41][CH2:42][CH2:43][CH2:44][O:45][CH3:46])[C:40]5[CH:39]=[CH:38][CH:37]=[CH:36][C:35]=5[O:34][C:33]5[C:28]4=[CH:29][CH:30]=[CH:31][CH:32]=5)[CH2:21][C@@H:20]([NH2:48])[CH2:19]3)=[O:17])[C:11]3[C:6](=[CH:7][CH:8]=[CH:9][CH:10]=3)[C:5]=2[CH:4]=[CH:3][CH:2]=1.[CH3:49][O:50][C:51]1[CH:52]=[C:53]([S:59](Cl)(=[O:61])=[O:60])[CH:54]=[CH:55][C:56]=1[O:57][CH3:58], predict the reaction product. The product is: [CH:1]1[C:13]2[CH:12]([CH2:14][O:15][C:16]([N:18]3[CH2:23][C@@H:22]([C:24](=[O:47])[NH:25][CH2:26][C:27]4([CH2:41][CH2:42][CH2:43][CH2:44][O:45][CH3:46])[C:40]5[CH:39]=[CH:38][CH:37]=[CH:36][C:35]=5[O:34][C:33]5[C:28]4=[CH:29][CH:30]=[CH:31][CH:32]=5)[CH2:21][C@@H:20]([NH:48][S:59]([C:53]4[CH:54]=[CH:55][C:56]([O:57][CH3:58])=[C:51]([O:50][CH3:49])[CH:52]=4)(=[O:61])=[O:60])[CH2:19]3)=[O:17])[C:11]3[C:6](=[CH:7][CH:8]=[CH:9][CH:10]=3)[C:5]=2[CH:4]=[CH:3][CH:2]=1. (5) Given the reactants [F:1][C:2]([F:33])([F:32])[C:3]1[CH:4]=[C:5]([C:13]2[N:17]=[CH:16][N:15](/[CH:18]=[C:19](\[C:26]3[CH:27]=[N:28][CH:29]=[CH:30][CH:31]=3)/[C:20]([O:22]C(C)C)=[O:21])[N:14]=2)[CH:6]=[C:7]([C:9]([F:12])([F:11])[F:10])[CH:8]=1.O[Li].O.O.Cl, predict the reaction product. The product is: [F:33][C:2]([F:1])([F:32])[C:3]1[CH:4]=[C:5]([C:13]2[N:17]=[CH:16][N:15](/[CH:18]=[C:19](\[C:26]3[CH:27]=[N:28][CH:29]=[CH:30][CH:31]=3)/[C:20]([OH:22])=[O:21])[N:14]=2)[CH:6]=[C:7]([C:9]([F:10])([F:11])[F:12])[CH:8]=1. (6) Given the reactants [OH:1][CH2:2][C:3]1[O:7][N:6]=[C:5]([C:8]([O:10]CC)=[O:9])[CH:4]=1.Br[CH2:14][C:15]1[CH:25]=[CH:24][C:18]2[O:19][C:20]([F:23])([F:22])[O:21][C:17]=2[CH:16]=1.[H-].[Na+].Cl.[OH-].[K+], predict the reaction product. The product is: [F:23][C:20]1([F:22])[O:19][C:18]2[CH:24]=[CH:25][C:15]([CH2:14][O:1][CH2:2][C:3]3[O:7][N:6]=[C:5]([C:8]([OH:10])=[O:9])[CH:4]=3)=[CH:16][C:17]=2[O:21]1.